This data is from Human liver microsome stability data. The task is: Regression/Classification. Given a drug SMILES string, predict its absorption, distribution, metabolism, or excretion properties. Task type varies by dataset: regression for continuous measurements (e.g., permeability, clearance, half-life) or binary classification for categorical outcomes (e.g., BBB penetration, CYP inhibition). Dataset: hlm. (1) The compound is Cc1ccc2c(-c3ccc4c5c(ccnc35)CCO4)c([C@H](OC(C)(C)C)C(=O)O)c(C)nc2c1. The result is 0 (unstable in human liver microsomes). (2) The result is 0 (unstable in human liver microsomes). The compound is N#CCCN[C@H]1CC[C@H](n2cnc3cnc4[nH]ccc4c32)CC1.